This data is from Catalyst prediction with 721,799 reactions and 888 catalyst types from USPTO. The task is: Predict which catalyst facilitates the given reaction. (1) Reactant: [NH2:1][C:2]1[C:11]2[C:6](=[C:7]([C:13]3[CH:21]=[C:20]4[C:16]([CH:17]=[N:18][NH:19]4)=[CH:15][C:14]=3[CH3:22])[CH:8]=[C:9](F)[CH:10]=2)[N:5]=[N:4][C:3]=1[C:23]([NH2:25])=[O:24].CCN(C(C)C)C(C)C.[NH:35]1[CH2:40][CH2:39][CH:38]([OH:41])[CH2:37][CH2:36]1. Product: [NH2:1][C:2]1[C:11]2[C:6](=[C:7]([C:13]3[CH:21]=[C:20]4[C:16]([CH:17]=[N:18][NH:19]4)=[CH:15][C:14]=3[CH3:22])[CH:8]=[C:9]([N:35]3[CH2:40][CH2:39][CH:38]([OH:41])[CH2:37][CH2:36]3)[CH:10]=2)[N:5]=[N:4][C:3]=1[C:23]([NH2:25])=[O:24]. The catalyst class is: 44. (2) Reactant: C1(O[C:8](=[O:25])[NH:9][CH:10]2[CH2:15][CH2:14][C:13]([N:22]([CH3:24])[CH3:23])([C:16]3[CH:21]=[CH:20][CH:19]=[CH:18][CH:17]=3)[CH2:12][CH2:11]2)C=CC=CC=1.[CH3:26][O:27][C:28]1[CH:29]=[C:30]2[C:34](=[CH:35][CH:36]=1)[NH:33][CH:32]=[C:31]2[CH:37]1[CH2:42][CH2:41][NH:40][CH2:39][CH2:38]1. Product: [CH3:24][N:22]([CH3:23])[C:13]1([C:16]2[CH:17]=[CH:18][CH:19]=[CH:20][CH:21]=2)[CH2:12][CH2:11][CH:10]([NH:9][C:8]([N:40]2[CH2:41][CH2:42][CH:37]([C:31]3[C:30]4[C:34](=[CH:35][CH:36]=[C:28]([O:27][CH3:26])[CH:29]=4)[NH:33][CH:32]=3)[CH2:38][CH2:39]2)=[O:25])[CH2:15][CH2:14]1. The catalyst class is: 12. (3) Reactant: [CH:1]1([N:7]2[C:12]([OH:13])=[C:11]([C:14]([NH:16][CH2:17][C:18]([O:20]CC)=[O:19])=[O:15])[C:10](=[O:23])[N:9]([CH:24]3[CH2:29][CH2:28][CH2:27][CH2:26][CH2:25]3)[C:8]2=[O:30])[CH2:6][CH2:5][CH2:4][CH2:3][CH2:2]1.[OH-].[Na+].Cl. Product: [CH:24]1([N:9]2[C:10]([OH:23])=[C:11]([C:14]([NH:16][CH2:17][C:18]([OH:20])=[O:19])=[O:15])[C:12](=[O:13])[N:7]([CH:1]3[CH2:2][CH2:3][CH2:4][CH2:5][CH2:6]3)[C:8]2=[O:30])[CH2:25][CH2:26][CH2:27][CH2:28][CH2:29]1. The catalyst class is: 40.